Dataset: Full USPTO retrosynthesis dataset with 1.9M reactions from patents (1976-2016). Task: Predict the reactants needed to synthesize the given product. The reactants are: [C:1]([O:5][C:6]([NH:8][CH:9]([CH2:13][CH:14]1[CH2:19][CH2:18][O:17][CH2:16][CH2:15]1)[C:10]([OH:12])=O)=[O:7])([CH3:4])([CH3:3])[CH3:2].CN(C)CCCN=C=NCC.ON1C2C=CC=CC=2N=N1.[NH2:41][C:42]1[CH:46]=[CH:45][N:44]([CH2:47][C:48]([CH3:51])([OH:50])[CH3:49])[N:43]=1. Given the product [C:1]([O:5][C:6](=[O:7])[NH:8][CH:9]([C:10](=[O:12])[NH:41][C:42]1[CH:46]=[CH:45][N:44]([CH2:47][C:48]([OH:50])([CH3:49])[CH3:51])[N:43]=1)[CH2:13][CH:14]1[CH2:19][CH2:18][O:17][CH2:16][CH2:15]1)([CH3:2])([CH3:3])[CH3:4], predict the reactants needed to synthesize it.